Dataset: Catalyst prediction with 721,799 reactions and 888 catalyst types from USPTO. Task: Predict which catalyst facilitates the given reaction. (1) Reactant: FC1C=C(C(Cl)=O)C=CC=1.[CH3:11][O:12][C:13]1[CH:14]=[C:15]2[C:20](=[CH:21][C:22]=1[O:23][CH3:24])[N:19]=[CH:18][CH:17]=[C:16]2[O:25][C:26]1[CH:32]=[CH:31][C:29]([NH2:30])=[C:28]([F:33])[CH:27]=1.[F:34][C:35]1[CH:36]=[C:37]([C:41]([N:43]=[C:44]=[S:45])=[O:42])[CH:38]=[CH:39][CH:40]=1. Product: [F:34][C:35]1[CH:36]=[C:37]([C:41]([N:43]=[C:44]=[S:45])=[O:42])[CH:38]=[CH:39][CH:40]=1.[CH3:11][O:12][C:13]1[CH:14]=[C:15]2[C:20](=[CH:21][C:22]=1[O:23][CH3:24])[N:19]=[CH:18][CH:17]=[C:16]2[O:25][C:26]1[CH:32]=[CH:31][C:29]([NH:30][C:44]([NH:43][C:41](=[O:42])[C:37]2[CH:38]=[CH:39][CH:40]=[C:35]([F:34])[CH:36]=2)=[S:45])=[C:28]([F:33])[CH:27]=1. The catalyst class is: 234. (2) Reactant: Cl[C:2]1[C:7]([F:8])=[C:6]([O:9][CH2:10][C:11]#[C:12][CH3:13])[N:5]=[CH:4][N:3]=1.C(=O)([O-])[O-].[K+].[K+].[C:20]1([OH:26])[CH:25]=[CH:24][CH:23]=[CH:22][CH:21]=1.[Cl-].[NH4+]. Product: [CH2:10]([O:9][C:6]1[C:7]([F:8])=[C:2]([O:26][C:20]2[CH:25]=[CH:24][CH:23]=[CH:22][CH:21]=2)[N:3]=[CH:4][N:5]=1)[C:11]#[C:12][CH3:13]. The catalyst class is: 9. (3) Product: [CH3:1][S:2][C:3]1[CH:8]=[CH:7][C:6]([O:9][C:11]2[CH:18]=[CH:17][C:14]([C:15]#[N:16])=[CH:13][CH:12]=2)=[CH:5][CH:4]=1. The catalyst class is: 9. Reactant: [CH3:1][S:2][C:3]1[CH:8]=[CH:7][C:6]([OH:9])=[CH:5][CH:4]=1.F[C:11]1[CH:18]=[CH:17][C:14]([C:15]#[N:16])=[CH:13][CH:12]=1.C(=O)([O-])[O-].[Cs+].[Cs+]. (4) Reactant: [Cl:1][C:2]1[C:6]([NH:7][C:8](=O)[CH2:9][CH2:10][S:11][CH3:12])=[CH:5][N:4]([C:14]2[CH:15]=[N:16][CH:17]=[CH:18][CH:19]=2)[N:3]=1.O. Product: [Cl:1][C:2]1[C:6]([NH:7][CH2:8][CH2:9][CH2:10][S:11][CH3:12])=[CH:5][N:4]([C:14]2[CH:15]=[N:16][CH:17]=[CH:18][CH:19]=2)[N:3]=1. The catalyst class is: 7. (5) Reactant: [Cl:1][C:2]1[N:7]2[N:8]=[CH:9][CH:10]=[C:6]2[N:5]=[C:4]([CH3:11])[C:3]=1[CH:12]([CH2:18][CH2:19][CH3:20])[C:13]([O:15][CH2:16][CH3:17])=[O:14].[Br:21]N1C(=O)CCC1=O. The catalyst class is: 96. Product: [Br:21][C:10]1[CH:9]=[N:8][N:7]2[C:2]([Cl:1])=[C:3]([CH:12]([CH2:18][CH2:19][CH3:20])[C:13]([O:15][CH2:16][CH3:17])=[O:14])[C:4]([CH3:11])=[N:5][C:6]=12. (6) Reactant: [Na].[C:2]1([S:16](O)(=O)=O)[C:15]2[C:6](=[CH:7][C:8]3[C:13]([CH:14]=2)=[CH:12][CH:11]=[CH:10][CH:9]=3)[CH:5]=[CH:4][CH:3]=1.P(Cl)(Cl)Cl.P(Cl)(Cl)(Cl)(Cl)Cl.C1(S(Cl)(=O)=O)C2C(=CC3C(C=2)=CC=CC=3)C=CC=1.[H-].[Al+3].[Li+].[H-].[H-].[H-].Cl. Product: [C:2]1([SH:16])[C:15]2[C:6](=[CH:7][C:8]3[C:13]([CH:14]=2)=[CH:12][CH:11]=[CH:10][CH:9]=3)[CH:5]=[CH:4][CH:3]=1. The catalyst class is: 1. (7) Reactant: [CH3:1][S:2][C:3]1[N:8]=[C:7]([CH:9]([CH:12]=O)[C:10]#[N:11])[CH:6]=[CH:5][N:4]=1.[NH2:14][NH2:15].O.Cl. Product: [CH3:1][S:2][C:3]1[N:8]=[C:7]([C:9]2[CH:12]=[N:14][NH:15][C:10]=2[NH2:11])[CH:6]=[CH:5][N:4]=1. The catalyst class is: 8.